This data is from Full USPTO retrosynthesis dataset with 1.9M reactions from patents (1976-2016). The task is: Predict the reactants needed to synthesize the given product. (1) Given the product [F:17][CH:18]1[CH2:23][CH2:22][CH2:21][CH2:20][CH:19]1[NH:1][C:2]1[CH:7]=[CH:6][CH:5]=[CH:4][C:3]=1[C:8]1[NH:12][C:11]([CH3:13])=[C:10]([C:14]([NH2:16])=[O:15])[CH:9]=1, predict the reactants needed to synthesize it. The reactants are: [NH2:1][C:2]1[CH:7]=[CH:6][CH:5]=[CH:4][C:3]=1[C:8]1[NH:12][C:11]([CH3:13])=[C:10]([C:14]([NH2:16])=[O:15])[CH:9]=1.[F:17][CH:18]1[CH2:23][CH2:22][CH2:21][CH2:20][C:19]1=O.C(O)(=O)C.C(O[BH-](OC(=O)C)OC(=O)C)(=O)C.[Na+]. (2) Given the product [F:1][C:2]([F:39])([F:38])[C:3]1[CH:4]=[C:5]([CH:31]=[C:32]([C:34]([F:37])([F:36])[F:35])[CH:33]=1)[CH2:6][N:7]([CH2:14][C:15]1[C:16]([N:22]([CH2:25][CH:26]2[CH2:30][CH2:29][CH2:28][CH2:27]2)[CH2:23][CH3:24])=[N:17][CH:18]=[C:19]([N:46]2[CH:50]=[CH:49][CH:48]=[CH:47]2)[CH:20]=1)[C:8]1[N:9]=[N:10][N:11]([CH3:13])[N:12]=1, predict the reactants needed to synthesize it. The reactants are: [F:1][C:2]([F:39])([F:38])[C:3]1[CH:4]=[C:5]([CH:31]=[C:32]([C:34]([F:37])([F:36])[F:35])[CH:33]=1)[CH2:6][N:7]([CH2:14][C:15]1[C:16]([N:22]([CH2:25][CH:26]2[CH2:30][CH2:29][CH2:28][CH2:27]2)[CH2:23][CH3:24])=[N:17][CH:18]=[C:19](Br)[CH:20]=1)[C:8]1[N:9]=[N:10][N:11]([CH3:13])[N:12]=1.CC(C)([O-])C.[Na+].[NH:46]1[CH:50]=[CH:49][CH:48]=[CH:47]1.C(P(C(C)(C)C)C1C=CC=CC=1C1C=CC=CC=1)(C)(C)C. (3) Given the product [C:50]([O:49][C:47]([NH:41][C@@H:40]([C@@H:39]([O:38][Si:31]([C:34]([CH3:35])([CH3:37])[CH3:36])([CH3:32])[CH3:33])[C:54]1[CH:55]=[CH:56][C:57]([C:60]([F:63])([F:62])[F:61])=[CH:58][CH:59]=1)[CH2:44][N:17]([C:15]1[S:16][C:12]([C:8]2[CH:9]=[C:10]3[C:5](=[CH:6][CH:7]=2)[CH:4]=[N:3][C:2]([F:1])=[CH:11]3)=[CH:13][N:14]=1)[C:18](=[O:24])[O:19][C:20]([CH3:21])([CH3:23])[CH3:22])=[O:48])([CH3:53])([CH3:52])[CH3:51], predict the reactants needed to synthesize it. The reactants are: [F:1][C:2]1[N:3]=[CH:4][C:5]2[C:10]([CH:11]=1)=[CH:9][C:8]([C:12]1[S:16][C:15]([NH:17][C:18](=[O:24])[O:19][C:20]([CH3:23])([CH3:22])[CH3:21])=[N:14][CH:13]=1)=[CH:7][CH:6]=2.C(=O)([O-])[O-].[Cs+].[Cs+].[Si:31]([O:38][C@@H:39]([C:54]1[CH:59]=[CH:58][C:57]([C:60]([F:63])([F:62])[F:61])=[CH:56][CH:55]=1)[C@H:40]1[CH2:44]OS(=O)(=O)[N:41]1[C:47]([O:49][C:50]([CH3:53])([CH3:52])[CH3:51])=[O:48])([C:34]([CH3:37])([CH3:36])[CH3:35])([CH3:33])[CH3:32].Cl. (4) Given the product [OH:19][C:16]1[CH:17]=[CH:18][C:13]([N:3]2[C:4]3[C:9](=[CH:8][CH:7]=[CH:6][CH:5]=3)[C:10]([C:11]#[N:12])=[C:2]2[N:20]2[CH:24]=[CH:23][CH:22]=[CH:21]2)=[CH:14][CH:15]=1, predict the reactants needed to synthesize it. The reactants are: Br[C:2]1[N:3]([C:13]2[CH:18]=[CH:17][C:16]([OH:19])=[CH:15][CH:14]=2)[C:4]2[C:9]([C:10]=1[C:11]#[N:12])=[CH:8][CH:7]=[CH:6][CH:5]=2.[NH:20]1[CH:24]=[CH:23][CH:22]=[CH:21]1.C(=O)([O-])[O-].[Cs+].[Cs+]. (5) Given the product [C:37]([C:35]1[CH:36]=[C:32]([NH:31][C:30](=[O:29])[NH:1][CH2:2][C:3]2[CH:24]=[C:23]([F:25])[CH:22]=[CH:21][C:4]=2[O:5][C:6]2[CH:7]=[C:8]3[C:12](=[CH:13][CH:14]=2)[N:11]([CH2:15][C:16]([N:18]([CH3:20])[CH3:19])=[O:17])[N:10]=[CH:9]3)[N:33]([C:41]2[CH:46]=[CH:45][C:44]([CH3:47])=[CH:43][CH:42]=2)[N:34]=1)([CH3:40])([CH3:38])[CH3:39], predict the reactants needed to synthesize it. The reactants are: [NH2:1][CH2:2][C:3]1[CH:24]=[C:23]([F:25])[CH:22]=[CH:21][C:4]=1[O:5][C:6]1[CH:7]=[C:8]2[C:12](=[CH:13][CH:14]=1)[N:11]([CH2:15][C:16]([N:18]([CH3:20])[CH3:19])=[O:17])[N:10]=[CH:9]2.ClC(Cl)(Cl)C[O:29][C:30](=O)[NH:31][C:32]1[N:33]([C:41]2[CH:46]=[CH:45][C:44]([CH3:47])=[CH:43][CH:42]=2)[N:34]=[C:35]([C:37]([CH3:40])([CH3:39])[CH3:38])[CH:36]=1.CCN(C(C)C)C(C)C.CO. (6) Given the product [C:37]([C@:21]12[CH2:33][CH2:32][C@@H:31]([C:34]([CH3:36])=[CH2:35])[C@@H:22]1[C@@H:23]1[C@@:18]([CH3:40])([CH2:19][CH2:20]2)[C@@:17]2([CH3:41])[C@@H:26]([C@:27]3([CH3:30])[C@@H:14]([CH2:15][CH2:16]2)[C:13]([CH3:43])([CH3:42])[C:12]([C:9]2[CH:10]=[CH:11][C:6]([C:5]4[CH:53]=[N:54][C:55]5[C:60]([C:4]=4[C:1]([OH:3])=[O:2])=[CH:59][CH:58]=[CH:57][CH:56]=5)=[CH:7][CH:8]=2)=[CH:29][CH2:28]3)[CH2:25][CH2:24]1)([OH:39])=[O:38], predict the reactants needed to synthesize it. The reactants are: [C:1]([CH2:4][CH2:5][C:6]1[CH:11]=[CH:10][C:9]([C:12]2[C:13]([CH3:43])([CH3:42])[C@H:14]3[C@:27]([CH3:30])([CH2:28][CH:29]=2)[C@@H:26]2[C@:17]([CH3:41])([C@@:18]4([CH3:40])[C@H:23]([CH2:24][CH2:25]2)[C@H:22]2[C@H:31]([C:34]([CH3:36])=[CH2:35])[CH2:32][CH2:33][C@:21]2([C:37]([OH:39])=[O:38])[CH2:20][CH2:19]4)[CH2:16][CH2:15]3)=[CH:8][CH:7]=1)([OH:3])=[O:2].B(C1C=CC([C:53]2C=C(C(O)=O)[C:60]3[C:55](=[CH:56][CH:57]=[CH:58][CH:59]=3)[N:54]=2)=CC=1)(O)O.B(O)O.